This data is from Full USPTO retrosynthesis dataset with 1.9M reactions from patents (1976-2016). The task is: Predict the reactants needed to synthesize the given product. (1) Given the product [C:21]([NH:1][C:2]1[CH:7]=[C:6]([O:8][C:9]2[CH:10]=[C:11]([CH2:15][CH2:16][C:17]([O:19][CH3:20])=[O:18])[CH:12]=[CH:13][CH:14]=2)[CH:5]=[CH:4][N:3]=1)(=[O:23])[CH3:22], predict the reactants needed to synthesize it. The reactants are: [NH2:1][C:2]1[CH:7]=[C:6]([O:8][C:9]2[CH:10]=[C:11]([CH2:15][CH2:16][C:17]([O:19][CH3:20])=[O:18])[CH:12]=[CH:13][CH:14]=2)[CH:5]=[CH:4][N:3]=1.[C:21](OC(=O)C)(=[O:23])[CH3:22]. (2) Given the product [O:1]([C:13]1[CH:18]=[C:17]([O:19][CH3:20])[CH:16]=[CH:15][C:14]=1[CH2:21][C:22]1[CH:23]=[CH:24][C:25]([CH2:28][CH2:29][OH:30])=[CH:26][CH:27]=1)[C@@H:2]1[O:10][C@H:9]([CH2:11][OH:12])[C@@H:7]([OH:8])[C@H:5]([OH:6])[C@H:3]1[OH:4], predict the reactants needed to synthesize it. The reactants are: [O:1]([C:13]1[CH:18]=[C:17]([O:19][CH3:20])[CH:16]=[CH:15][C:14]=1[CH2:21][C:22]1[CH:27]=[CH:26][C:25]([CH2:28][CH2:29][O:30]COC)=[CH:24][CH:23]=1)[C@@H:2]1[O:10][C@H:9]([CH2:11][OH:12])[C@@H:7]([OH:8])[C@H:5]([OH:6])[C@H:3]1[OH:4].O.C1(C)C=CC(S(O)(=O)=O)=CC=1.C(N(CC)CC)C. (3) Given the product [C:4]([C:3]1[CH:6]=[C:7]([B:10]2[O:14][C:13]([CH3:16])([CH3:15])[C:12]([CH3:18])([CH3:17])[O:11]2)[CH:8]=[CH:9][C:2]=1[NH:1][C:28]([C@@H:27]1[CH2:31][CH2:32][CH2:33][N:26]1[C:19]([O:21][C:22]([CH3:25])([CH3:24])[CH3:23])=[O:20])=[O:29])#[N:5], predict the reactants needed to synthesize it. The reactants are: [NH2:1][C:2]1[CH:9]=[CH:8][C:7]([B:10]2[O:14][C:13]([CH3:16])([CH3:15])[C:12]([CH3:18])([CH3:17])[O:11]2)=[CH:6][C:3]=1[C:4]#[N:5].[C:19]([N:26]1[CH2:33][CH2:32][CH2:31][C@H:27]1[C:28](O)=[O:29])([O:21][C:22]([CH3:25])([CH3:24])[CH3:23])=[O:20].C(N(CC)CC)C.C(OC1C=CC2C(=CC=CC=2)N1C(OCC)=O)C. (4) Given the product [F:41][C:40]([F:43])([F:42])[C:38]([OH:44])=[O:39].[F:41][C:40]([F:43])([F:42])[C:38]([OH:44])=[O:39].[Cl:1][C:2]1[CH:7]=[CH:6][CH:5]=[C:4]([F:8])[C:3]=1[C:9]1[CH:10]=[C:11]2[C:15](=[CH:16][CH:17]=1)[NH:14][CH:13]=[C:12]2[C:18]1[N:23]=[C:22]([N:24]2[CH2:29][CH2:28][CH:27]([NH2:30])[CH2:26][CH2:25]2)[CH:21]=[N:20][CH:19]=1, predict the reactants needed to synthesize it. The reactants are: [Cl:1][C:2]1[CH:7]=[CH:6][CH:5]=[C:4]([F:8])[C:3]=1[C:9]1[CH:10]=[C:11]2[C:15](=[CH:16][CH:17]=1)[NH:14][CH:13]=[C:12]2[C:18]1[N:23]=[C:22]([N:24]2[CH2:29][CH2:28][CH:27]([NH:30]C(=O)OC(C)(C)C)[CH2:26][CH2:25]2)[CH:21]=[N:20][CH:19]=1.[C:38]([OH:44])([C:40]([F:43])([F:42])[F:41])=[O:39]. (5) Given the product [CH3:1][C:2]1[N:7]=[C:6]2[NH:8][CH:9]=[CH:10][C:5]2=[CH:4][C:3]=1[CH2:11][NH2:12], predict the reactants needed to synthesize it. The reactants are: [CH3:1][C:2]1[N:7]=[C:6]2[NH:8][CH:9]=[CH:10][C:5]2=[CH:4][C:3]=1[C:11]#[N:12].N.CO. (6) Given the product [Br:8][C:5]1[CH:6]=[CH:7][C:2]2[N:3]([CH:13]=[C:12]([C:11]3[CH:16]=[CH:17][C:18]([Cl:20])=[CH:19][C:10]=3[Cl:9])[N:1]=2)[CH:4]=1, predict the reactants needed to synthesize it. The reactants are: [NH2:1][C:2]1[CH:7]=[CH:6][C:5]([Br:8])=[CH:4][N:3]=1.[Cl:9][C:10]1[CH:19]=[C:18]([Cl:20])[CH:17]=[CH:16][C:11]=1[C:12](=O)[CH2:13]Cl.[OH-].[Na+]. (7) Given the product [CH3:38][O:39][C:40]1([CH3:75])[C:45]2=[N:46][C:47]([C:57]3[CH:62]=[CH:61][C:60]([CH3:63])=[CH:59][CH:58]=3)=[C:48]([C:50]3[CH:51]=[CH:52][C:53]([CH3:56])=[CH:54][CH:55]=3)[N:49]=[C:44]2[N:43]([CH2:64][CH2:65][CH2:66][CH2:67][CH2:68][CH2:69][C:70]([O:72][CH2:73][CH3:74])=[O:71])[CH2:42][CH2:41]1.[OH:1][C:2]1([CH3:37])[C:7]2=[N:8][C:9]([C:19]3[CH:24]=[CH:23][C:22]([CH3:25])=[CH:21][CH:20]=3)=[C:10]([C:12]3[CH:13]=[CH:14][C:15]([CH3:18])=[CH:16][CH:17]=3)[N:11]=[C:6]2[N:5]([CH2:26][CH2:27][CH2:28][CH2:29][CH2:30][CH2:31][C:32]([O:34][CH2:35][CH3:36])=[O:33])[CH2:4][CH2:3]1, predict the reactants needed to synthesize it. The reactants are: [OH:1][C:2]1([CH3:37])[C:7]2=[N:8][C:9]([C:19]3[CH:24]=[CH:23][C:22]([CH3:25])=[CH:21][CH:20]=3)=[C:10]([C:12]3[CH:17]=[CH:16][C:15]([CH3:18])=[CH:14][CH:13]=3)[N:11]=[C:6]2[N:5]([CH2:26][CH2:27][CH2:28][CH2:29][CH2:30][CH2:31][C:32]([O:34][CH2:35][CH3:36])=[O:33])[CH2:4][CH2:3]1.[CH3:38][O:39][C:40]1([CH3:75])[C:45]2=[N:46][C:47]([C:57]3[CH:62]=[CH:61][C:60]([CH3:63])=[CH:59][CH:58]=3)=[C:48]([C:50]3[CH:55]=[CH:54][C:53]([CH3:56])=[CH:52][CH:51]=3)[N:49]=[C:44]2[N:43]([CH2:64][CH2:65][CH2:66][CH2:67][CH2:68][CH2:69][C:70]([O:72][CH2:73][CH3:74])=[O:71])[CH2:42][CH2:41]1.